From a dataset of Full USPTO retrosynthesis dataset with 1.9M reactions from patents (1976-2016). Predict the reactants needed to synthesize the given product. Given the product [CH3:2][C:3]1[CH:8]=[N:11][N:10]([CH2:12][C:13]([O:15][CH2:16][CH3:17])=[O:14])[C:5](=[O:6])[CH:4]=1, predict the reactants needed to synthesize it. The reactants are: O[CH:2]1[O:6][C:5](=O)[CH:4]=[C:3]1[CH3:8].Cl.[NH:10]([CH2:12][C:13]([O:15][CH2:16][CH3:17])=[O:14])[NH2:11].